Dataset: Forward reaction prediction with 1.9M reactions from USPTO patents (1976-2016). Task: Predict the product of the given reaction. (1) Given the reactants [NH2:1][C:2]1[CH:7]=[CH:6][CH:5]=[C:4]([C:8]([O:10][CH3:11])=[O:9])[C:3]=1[C:12]#[C:13][C@@:14]1([CH3:29])[CH2:18][CH2:17][CH2:16][N:15]1[C:19]([O:21][CH2:22][C:23]1[CH:28]=[CH:27][CH:26]=[CH:25][CH:24]=1)=[O:20].BrC(Br)C, predict the reaction product. The product is: [CH2:22]([O:21][C:19]([N:15]1[CH2:16][CH2:17][CH2:18][C@@:14]1([C:13]1[NH:1][C:2]2[CH:7]=[CH:6][CH:5]=[C:4]([C:8]([O:10][CH3:11])=[O:9])[C:3]=2[CH:12]=1)[CH3:29])=[O:20])[C:23]1[CH:24]=[CH:25][CH:26]=[CH:27][CH:28]=1. (2) Given the reactants [C:1]([C:5]1[CH:6]=[C:7]2[C:12](=[C:13]([F:15])[CH:14]=1)[C:11](=[O:16])[N:10]([C:17]1[C:22]([CH2:23][OH:24])=[C:21]([C:25]3[CH:30]=[C:29]([NH:31][C:32]4[CH:37]=[CH:36][C:35]([CH:38]5[CH2:43][CH2:42][N:41]([CH3:44])[CH2:40][CH2:39]5)=[CH:34][N:33]=4)[C:28](=[O:45])[N:27]([CH3:46])[N:26]=3)[CH:20]=[CH:19][N:18]=1)[N:9]=[CH:8]2)([CH3:4])([CH3:3])[CH3:2].[C:47]([OH:54])(=[O:53])/[CH:48]=[CH:49]/[C:50]([OH:52])=[O:51], predict the reaction product. The product is: [C:47]([OH:54])(=[O:53])/[CH:48]=[CH:49]/[C:50]([OH:52])=[O:51].[C:1]([C:5]1[CH:6]=[C:7]2[C:12](=[C:13]([F:15])[CH:14]=1)[C:11](=[O:16])[N:10]([C:17]1[C:22]([CH2:23][OH:24])=[C:21]([C:25]3[CH:30]=[C:29]([NH:31][C:32]4[CH:37]=[CH:36][C:35]([CH:38]5[CH2:39][CH2:40][N:41]([CH3:44])[CH2:42][CH2:43]5)=[CH:34][N:33]=4)[C:28](=[O:45])[N:27]([CH3:46])[N:26]=3)[CH:20]=[CH:19][N:18]=1)[N:9]=[CH:8]2)([CH3:4])([CH3:2])[CH3:3]. (3) The product is: [CH:10]1[C:11]2[CH:12]([CH2:14][O:15][C:16]([NH:18][C@H:19]([C:34]([O:36][CH3:37])=[O:35])[CH2:20][C:21]3[CH:22]=[CH:23][C:24]([C:25]([OH:27])=[O:26])=[CH:32][CH:33]=3)=[O:17])[C:13]3[C:5](=[CH:4][CH:3]=[CH:2][CH:1]=3)[C:6]=2[CH:7]=[CH:8][CH:9]=1. Given the reactants [CH:1]1[C:13]2[CH:12]([CH2:14][O:15][C:16]([NH:18][C@H:19]([C:34]([O:36][CH3:37])=[O:35])[CH2:20][C:21]3[CH:33]=[CH:32][C:24]([C:25]([O:27]C(C)(C)C)=[O:26])=[CH:23][CH:22]=3)=[O:17])[C:11]3[C:6](=[CH:7][CH:8]=[CH:9][CH:10]=3)[C:5]=2[CH:4]=[CH:3][CH:2]=1.C(O)(C(F)(F)F)=O, predict the reaction product. (4) Given the reactants [CH3:1][C:2]([CH3:31])([CH3:30])[C:3]([NH:5][C:6]1[C:7]([C:26]([O:28][CH3:29])=[O:27])=[C:8]([C:12]#[C:13][CH:14]2[CH2:18][CH2:17][CH2:16][N:15]2[C:19]([O:21][C:22]([CH3:25])([CH3:24])[CH3:23])=[O:20])[CH:9]=[CH:10][CH:11]=1)=[O:4], predict the reaction product. The product is: [CH3:1][C:2]([CH3:31])([CH3:30])[C:3]([NH:5][C:6]1[C:7]([C:26]([O:28][CH3:29])=[O:27])=[C:8]([CH2:12][CH2:13][CH:14]2[CH2:18][CH2:17][CH2:16][N:15]2[C:19]([O:21][C:22]([CH3:23])([CH3:24])[CH3:25])=[O:20])[CH:9]=[CH:10][CH:11]=1)=[O:4]. (5) Given the reactants Br[C:2]1[CH:11]=[CH:10][CH:9]=[CH:8][C:3]=1[O:4][CH2:5][CH2:6][OH:7].[F:12][C:13]1[CH:18]=[C:17](B2OC(C)(C)C(C)(C)O2)[CH:16]=[CH:15][C:14]=1[C:28]1[CH:29]=[N:30][C:31]([NH2:34])=[N:32][CH:33]=1, predict the reaction product. The product is: [NH2:34][C:31]1[N:32]=[CH:33][C:28]([C:14]2[CH:15]=[CH:16][C:17]([C:2]3[CH:11]=[CH:10][CH:9]=[CH:8][C:3]=3[O:4][CH2:5][CH2:6][OH:7])=[CH:18][C:13]=2[F:12])=[CH:29][N:30]=1. (6) Given the reactants [CH2:1]([O:3][C:4](=[O:33])[C:5]([O:30][CH2:31][CH3:32])=[CH:6][C:7]1[CH:12]=[CH:11][C:10]([CH2:13][CH2:14][N:15]([C:23]([O:25][C:26]([CH3:29])([CH3:28])[CH3:27])=[O:24])[CH2:16][CH2:17][CH2:18][CH2:19][CH2:20][CH2:21][CH3:22])=[CH:9][CH:8]=1)C.[Mg], predict the reaction product. The product is: [CH3:1][O:3][C:4](=[O:33])[CH:5]([O:30][CH2:31][CH3:32])[CH2:6][C:7]1[CH:12]=[CH:11][C:10]([CH2:13][CH2:14][N:15]([C:23]([O:25][C:26]([CH3:28])([CH3:27])[CH3:29])=[O:24])[CH2:16][CH2:17][CH2:18][CH2:19][CH2:20][CH2:21][CH3:22])=[CH:9][CH:8]=1. (7) Given the reactants [CH3:1][N:2]1[CH2:25][CH2:24][C:5]2[N:6]([CH2:14][C:15]3([C:18]4[CH:23]=[CH:22][N:21]=[CH:20][CH:19]=4)[CH2:17][O:16]3)[C:7]3[CH:8]=[CH:9][C:10]([CH3:13])=[CH:11][C:12]=3[C:4]=2[CH2:3]1.[CH3:26][NH:27][CH3:28], predict the reaction product. The product is: [CH3:1][N:2]1[CH2:25][CH2:24][C:5]2[N:6]([CH2:14][C:15]([C:18]3[CH:19]=[CH:20][N:21]=[CH:22][CH:23]=3)([OH:16])[CH2:17][N:27]([CH3:28])[CH3:26])[C:7]3[CH:8]=[CH:9][C:10]([CH3:13])=[CH:11][C:12]=3[C:4]=2[CH2:3]1.